Task: Predict the reactants needed to synthesize the given product.. Dataset: Full USPTO retrosynthesis dataset with 1.9M reactions from patents (1976-2016) Given the product [F:32][C:33]1[C:34]([F:43])=[C:35]([F:42])[C:36]([F:41])=[C:37]([F:40])[C:38]=1[O:39][P:14]([NH:9][C@@H:8]([CH3:10])[C:7]([O:6][CH2:5][CH:4]([CH2:2][CH3:3])[CH2:12][CH3:13])=[O:11])([O:16][C:17]1[CH:22]=[CH:21][CH:20]=[CH:19][CH:18]=1)=[O:15], predict the reactants needed to synthesize it. The reactants are: Cl.[CH2:2]([CH:4]([CH2:12][CH3:13])[CH2:5][O:6][C:7](=[O:11])[C@H:8]([CH3:10])[NH2:9])[CH3:3].[P:14](Cl)(Cl)([O:16][C:17]1[CH:22]=[CH:21][CH:20]=[CH:19][CH:18]=1)=[O:15].C(N(CC)CC)C.[F:32][C:33]1[C:38]([OH:39])=[C:37]([F:40])[C:36]([F:41])=[C:35]([F:42])[C:34]=1[F:43].